From a dataset of Reaction yield outcomes from USPTO patents with 853,638 reactions. Predict the reaction yield, written as a fraction of the theoretical maximum amount of product (1.0 means a 100% yield; for example, 0.34 means a 34% yield). (1) The yield is 0.830. The catalyst is CN(C)C=O. The reactants are CC(C)([O-])C.[K+].[CH3:7][O:8][CH2:9][CH2:10][O:11][C:12]1[CH:13]=[C:14]([C:18]#[C:19][C:20]2[C:21]([NH2:29])=[N:22][CH:23]=[C:24]([N+:26]([O-:28])=[O:27])[CH:25]=2)[CH:15]=[CH:16][CH:17]=1.O1CCCC1. The product is [CH3:7][O:8][CH2:9][CH2:10][O:11][C:12]1[CH:13]=[C:14]([C:18]2[NH:29][C:21]3=[N:22][CH:23]=[C:24]([N+:26]([O-:28])=[O:27])[CH:25]=[C:20]3[CH:19]=2)[CH:15]=[CH:16][CH:17]=1. (2) The product is [C:16]([C@H:3]1[CH2:7][O:6][CH:5]([NH2:11])[C@@H:4]1[OH:8])([O:18][C:19]([CH3:22])([CH3:21])[CH3:20])=[O:17]. The catalyst is ClCCl.CCOCC. The reactants are Cl.N[C@H:3]1[CH2:7][O:6][CH2:5][C@@H:4]1[OH:8].C([N:11](CC)CC)C.[C:16](OC([O-])=O)([O:18][C:19]([CH3:22])([CH3:21])[CH3:20])=[O:17]. The yield is 0.580. (3) The reactants are C[C:2]1[CH:10]=[C:9]([C:11]([NH:13][C:14]2[CH:19]=[CH:18][CH:17]=[C:16]([C:20]3[C:29]4[C:24](=[CH:25][C:26]([O:32][CH3:33])=[C:27]([O:30][CH3:31])[CH:28]=4)[N:23]=[C:22]([NH:34][CH3:35])[N:21]=3)[CH:15]=2)=[O:12])[CH:8]=[CH:7][C:3]=1[C:4]([OH:6])=[O:5].O1CCCC1.[OH-].[Na+].[ClH:43]. The product is [ClH:43].[CH3:31][O:30][C:27]1[CH:28]=[C:29]2[C:24](=[CH:25][C:26]=1[O:32][CH3:33])[N:23]=[C:22]([NH:34][CH3:35])[N:21]=[C:20]2[C:16]1[CH:15]=[C:14]([NH:13][C:11](=[O:12])[C:9]2[CH:10]=[CH:2][C:3]([C:4]([OH:6])=[O:5])=[CH:7][CH:8]=2)[CH:19]=[CH:18][CH:17]=1. The catalyst is CO. The yield is 0.953. (4) The reactants are [Li+].CC([N-]C(C)C)C.[F:9][C:10]1[CH:15]=[CH:14][CH:13]=[C:12]([C:16]2[CH:21]=[CH:20][CH:19]=[CH:18][CH:17]=2)[N:11]=1.[C:22](=[O:24])=[O:23].Cl. The catalyst is C1COCC1. The product is [F:9][C:10]1[C:15]([C:22]([OH:24])=[O:23])=[CH:14][CH:13]=[C:12]([C:16]2[CH:17]=[CH:18][CH:19]=[CH:20][CH:21]=2)[N:11]=1. The yield is 0.650. (5) The reactants are [CH2:1]([O:4][C:5]1[CH:14]=[CH:13][C:8]([C:9]([O:11][CH3:12])=[O:10])=[CH:7][C:6]=1I)[CH:2]=[CH2:3].C([O-])([O-])=O.[Na+].[Na+].C([O-])=O.[Na+]. The catalyst is [N+](CCCC)(CCCC)(CCCC)CCCC.[Cl-].O.CN(C=O)C.CC([O-])=O.CC([O-])=O.[Pd+2]. The product is [CH3:3][C:2]1[C:6]2[CH:7]=[C:8]([C:9]([O:11][CH3:12])=[O:10])[CH:13]=[CH:14][C:5]=2[O:4][CH:1]=1. The yield is 0.440. (6) The reactants are [Br:1][C:2]1[CH:7]=[CH:6][C:5]([CH:8]([C:14]2[CH:19]=[CH:18][C:17]([Br:20])=[CH:16][CH:15]=2)[S:9][CH2:10][C:11]([OH:13])=O)=[CH:4][CH:3]=1.[CH:21]1([CH2:24][NH2:25])[CH2:23][CH2:22]1. No catalyst specified. The product is [Br:20][C:17]1[CH:18]=[CH:19][C:14]([CH:8]([C:5]2[CH:4]=[CH:3][C:2]([Br:1])=[CH:7][CH:6]=2)[S:9][CH2:10][C:11]([NH:25][CH2:24][CH:21]2[CH2:23][CH2:22]2)=[O:13])=[CH:15][CH:16]=1. The yield is 0.940.